Dataset: Forward reaction prediction with 1.9M reactions from USPTO patents (1976-2016). Task: Predict the product of the given reaction. (1) Given the reactants [CH:1]1[C:9]2[C:8]3[CH:10]=[CH:11][CH:12]=[CH:13][C:7]=3[O:6][C:5]=2[C:4](B(O)O)=[CH:3][CH:2]=1.[Br:17][C:18]1[CH:23]=[CH:22][CH:21]=[C:20](Br)[CH:19]=1.C1(C)C=CC=CC=1.C(=O)([O-])[O-].[K+].[K+], predict the reaction product. The product is: [Br:17][C:18]1[CH:19]=[C:20]([C:4]2[C:5]3[O:6][C:7]4[CH:13]=[CH:12][CH:11]=[CH:10][C:8]=4[C:9]=3[CH:1]=[CH:2][CH:3]=2)[CH:21]=[CH:22][CH:23]=1. (2) Given the reactants [CH3:1][O:2][C:3]([C:5]1[C:10]([N+:11]([O-:13])=[O:12])=[CH:9][C:8]([O:14][CH2:15][CH2:16][NH:17][CH2:18][CH2:19][O:20][C:21]2[CH:26]=[C:25]([N+:27]([O-:29])=[O:28])[C:24]([C:30]([O:32][CH3:33])=[O:31])=[CH:23][C:22]=2[O:34][CH3:35])=[C:7]([O:36][CH3:37])[CH:6]=1)=[O:4].C([O-])(O)=O.[Na+].[O:43](C(OC(C)(C)C)=O)[C:44]([O:46][C:47]([CH3:50])([CH3:49])[CH3:48])=O, predict the reaction product. The product is: [C:47]([O:46][C:44]([N:17]([CH2:18][CH2:19][O:20][C:21]1[CH:26]=[C:25]([N+:27]([O-:29])=[O:28])[C:24]([C:30]([O:32][CH3:33])=[O:31])=[CH:23][C:22]=1[O:34][CH3:35])[CH2:16][CH2:15][O:14][C:8]1[CH:9]=[C:10]([N+:11]([O-:13])=[O:12])[C:5]([C:3]([O:2][CH3:1])=[O:4])=[CH:6][C:7]=1[O:36][CH3:37])=[O:43])([CH3:50])([CH3:49])[CH3:48]. (3) Given the reactants [C:1]([O:5][C:6]([NH:8][C@H:9]1[CH2:13][CH2:12][N:11]([C@@H:14]([CH2:26][C:27]2[N:28]=[CH:29][N:30]3[C:39]4[C:34](=[CH:35][CH:36]=[CH:37][CH:38]=4)[CH2:33][CH2:32][C:31]=23)[C:15]([O:17][C@@H](C2C=CC=CC=2)C)=[O:16])[CH2:10]1)=[O:7])([CH3:4])([CH3:3])[CH3:2], predict the reaction product. The product is: [C:1]([O:5][C:6]([NH:8][C@H:9]1[CH2:13][CH2:12][N:11]([C@@H:14]([CH2:26][C:27]2[N:28]=[CH:29][N:30]3[C:39]4[C:34](=[CH:35][CH:36]=[CH:37][CH:38]=4)[CH2:33][CH2:32][C:31]=23)[C:15]([OH:17])=[O:16])[CH2:10]1)=[O:7])([CH3:4])([CH3:2])[CH3:3]. (4) The product is: [CH3:18][N:19]1[CH2:24][CH2:23][N:22]([C:8]2[O:9][C:10]3[CH:16]=[CH:15][C:14]([CH3:17])=[CH:13][C:11]=3[N:12]=2)[CH2:21][CH2:20]1. Given the reactants P(Cl)(Cl)(Cl)(Cl)Cl.S[C:8]1[O:9][C:10]2[CH:16]=[CH:15][C:14]([CH3:17])=[CH:13][C:11]=2[N:12]=1.[CH3:18][N:19]1[CH2:24][CH2:23][NH:22][CH2:21][CH2:20]1, predict the reaction product. (5) Given the reactants [C:1](=[O:23])([O:21][CH3:22])[O:2][C:3]1[CH:8]=[C:7]([N+:9]([O-])=O)[C:6]([C:12]([CH3:15])([CH3:14])[CH3:13])=[CH:5][C:4]=1[C:16]1[CH2:20][CH2:19][CH2:18][CH:17]=1, predict the reaction product. The product is: [C:1](=[O:23])([O:21][CH3:22])[O:2][C:3]1[CH:8]=[C:7]([NH2:9])[C:6]([C:12]([CH3:15])([CH3:14])[CH3:13])=[CH:5][C:4]=1[CH:16]1[CH2:20][CH2:19][CH2:18][CH2:17]1. (6) Given the reactants [Cl:1][C:2]1[CH:9]=[CH:8][C:5]([CH:6]=O)=[C:4]([CH3:10])[CH:3]=1.C[C:12]1([CH3:20])[O:19][C:17](=[O:18])[CH2:16]C(=O)O1.N1CCCC1C(O)=O.[CH3:29][S:30][CH2:31][C:32]1[CH:33]=[CH:34][CH:35]=[C:36]2[C:40]=1[NH:39][CH:38]=[CH:37]2, predict the reaction product. The product is: [Cl:1][C:2]1[CH:9]=[CH:8][C:5]([CH:6]([C:37]2[C:36]3[C:40](=[C:32]([CH2:31][S:30][CH3:29])[CH:33]=[CH:34][CH:35]=3)[NH:39][CH:38]=2)[CH2:16][C:17]([O:19][CH2:12][CH3:20])=[O:18])=[C:4]([CH3:10])[CH:3]=1.